This data is from NCI-60 drug combinations with 297,098 pairs across 59 cell lines. The task is: Regression. Given two drug SMILES strings and cell line genomic features, predict the synergy score measuring deviation from expected non-interaction effect. (1) Drug 1: CC1OCC2C(O1)C(C(C(O2)OC3C4COC(=O)C4C(C5=CC6=C(C=C35)OCO6)C7=CC(=C(C(=C7)OC)O)OC)O)O. Drug 2: CN(CC1=CN=C2C(=N1)C(=NC(=N2)N)N)C3=CC=C(C=C3)C(=O)NC(CCC(=O)O)C(=O)O. Cell line: SNB-75. Synergy scores: CSS=23.2, Synergy_ZIP=-8.75, Synergy_Bliss=-2.52, Synergy_Loewe=-13.5, Synergy_HSA=-1.06. (2) Drug 1: CCC(=C(C1=CC=CC=C1)C2=CC=C(C=C2)OCCN(C)C)C3=CC=CC=C3.C(C(=O)O)C(CC(=O)O)(C(=O)O)O. Synergy scores: CSS=41.5, Synergy_ZIP=6.88, Synergy_Bliss=7.45, Synergy_Loewe=-31.9, Synergy_HSA=8.04. Cell line: SN12C. Drug 2: B(C(CC(C)C)NC(=O)C(CC1=CC=CC=C1)NC(=O)C2=NC=CN=C2)(O)O.